Task: Predict the reactants needed to synthesize the given product.. Dataset: Full USPTO retrosynthesis dataset with 1.9M reactions from patents (1976-2016) (1) Given the product [Br:1][C:2]1[CH:7]=[C:6]([O:26][C:22]2[CH:23]=[CH:24][CH:25]=[C:20]([O:19][CH3:18])[CH:21]=2)[CH:5]=[CH:4][C:3]=1[N+:9]([O-:11])=[O:10], predict the reactants needed to synthesize it. The reactants are: [Br:1][C:2]1[CH:7]=[C:6](F)[CH:5]=[CH:4][C:3]=1[N+:9]([O-:11])=[O:10].C(=O)([O-])[O-].[Cs+].[Cs+].[CH3:18][O:19][C:20]1[CH:21]=[C:22]([OH:26])[CH:23]=[CH:24][CH:25]=1. (2) Given the product [NH2:1][C:2]1([C:14]([O:16][CH3:21])=[O:15])[CH2:6][CH2:5][C@H:4]([C:7]2[CH:12]=[CH:11][C:10]([Br:13])=[CH:9][CH:8]=2)[CH2:3]1, predict the reactants needed to synthesize it. The reactants are: [NH2:1][C:2]1([C:14]([OH:16])=[O:15])[CH2:6][CH2:5][C@H:4]([C:7]2[CH:12]=[CH:11][C:10]([Br:13])=[CH:9][CH:8]=2)[CH2:3]1.S(Cl)(Cl)=O.[CH3:21]O. (3) The reactants are: Br[C:2]1[CH:10]=[C:9]2[C:5]([C:6]([CH3:12])=[CH:7][N:8]2[CH3:11])=[CH:4][CH:3]=1.[CH2:13]1[C:22]2[C:17](=[CH:18][CH:19]=[CH:20][CH:21]=2)[CH2:16][CH2:15][N:14]1[CH2:23][CH:24]([OH:42])[CH2:25][O:26][C:27]1[CH:32]=[CH:31][CH:30]=[C:29](B2OC(C)(C)C(C)(C)O2)[CH:28]=1.C([O-])([O-])=O.[K+].[K+]. Given the product [CH2:13]1[C:22]2[C:17](=[CH:18][CH:19]=[CH:20][CH:21]=2)[CH2:16][CH2:15][N:14]1[CH2:23][CH:24]([OH:42])[CH2:25][O:26][C:27]1[CH:32]=[CH:31][CH:30]=[C:29]([C:2]2[CH:10]=[C:9]3[C:5]([C:6]([CH3:12])=[CH:7][N:8]3[CH3:11])=[CH:4][CH:3]=2)[CH:28]=1, predict the reactants needed to synthesize it. (4) Given the product [F:1][CH:2]([F:13])[C:3]1[N:4]=[C:5]([CH2:8][OH:9])[S:6][CH:7]=1, predict the reactants needed to synthesize it. The reactants are: [F:1][CH:2]([F:13])[C:3]1[N:4]=[C:5]([C:8](OCC)=[O:9])[S:6][CH:7]=1.[BH4-].[Na+]. (5) The reactants are: [CH3:1][O:2][C:3]1[CH:4]=[C:5]2[C:10](=[CH:11][CH:12]=1)[C:9](=O)[NH:8][C:7]([CH3:14])=[CH:6]2.O=P(Cl)(Cl)[Cl:17]. Given the product [Cl:17][C:9]1[C:10]2[C:5](=[CH:4][C:3]([O:2][CH3:1])=[CH:12][CH:11]=2)[CH:6]=[C:7]([CH3:14])[N:8]=1, predict the reactants needed to synthesize it. (6) The reactants are: [NH2:1][CH:2]([C:4]1[N:5]([C:14]2[CH:19]=[CH:18][CH:17]=[CH:16][CH:15]=2)[C:6](=[O:13])[C:7]2[S:12][CH:11]=[CH:10][C:8]=2[N:9]=1)[CH3:3].ClC([C:23]1[N:24]([C:33]2[CH:38]=[CH:37][CH:36]=[CH:35][CH:34]=2)C(=O)C2SC=CC=2N=1)C.CC(O)=O.[NH3:43].CO. Given the product [NH2:43][C:38]1[C:33]2[N:24]=[CH:23][N:1]([CH:2]([C:4]3[N:5]([C:14]4[CH:19]=[CH:18][CH:17]=[CH:16][CH:15]=4)[C:6](=[O:13])[C:7]4[S:12][CH:11]=[CH:10][C:8]=4[N:9]=3)[CH3:3])[C:34]=2[CH:35]=[CH:36][CH:37]=1, predict the reactants needed to synthesize it. (7) The reactants are: [NH2:1][C:2]1[NH:6][N:5]=[C:4]([NH:7][C:8]2[CH:13]=[C:12]([C:14]([F:17])([F:16])[F:15])[C:11]([CH2:18][C:19]#[N:20])=[C:10]([Cl:21])[CH:9]=2)[N:3]=1.[N-:22]=[N+:23]=[N-:24].[Na+].[Cl-].[NH4+]. Given the product [NH:22]1[C:19]([CH2:18][C:11]2[C:12]([C:14]([F:15])([F:16])[F:17])=[CH:13][C:8]([NH:7][C:4]3[N:3]=[C:2]([NH2:1])[NH:6][N:5]=3)=[CH:9][C:10]=2[Cl:21])=[N:20][N:24]=[N:23]1, predict the reactants needed to synthesize it. (8) The reactants are: [F:1][CH:2]([F:11])[C:3]([C:5]1[CH:10]=[CH:9][CH:8]=[CH:7][CH:6]=1)=[O:4].Br[C:13]1[CH:18]=[CH:17][C:16]([S:19][CH3:20])=[CH:15][CH:14]=1.ClC1C=CC(SC)=CC=1. Given the product [F:1][C:2]([F:11])([C:13]1[CH:18]=[CH:17][C:16]([S:19][CH3:20])=[CH:15][CH:14]=1)[C:3]([C:5]1[CH:6]=[CH:7][CH:8]=[CH:9][CH:10]=1)=[O:4], predict the reactants needed to synthesize it. (9) The reactants are: Cl.[NH2:2][CH2:3][C:4]1[CH:5]=[C:6]2[C:10](=[CH:11][CH:12]=1)[C:9](=[O:13])[N:8]([CH:14]1[CH2:19][CH2:18][C:17](=[O:20])[NH:16][C:15]1=[O:21])[CH2:7]2.[F:22][C:23]1[CH:28]=[C:27]([F:29])[CH:26]=[CH:25][C:24]=1[C:30]([F:35])([F:34])[C:31](O)=[O:32].C(N(C(C)C)CC)(C)C.F[P-](F)(F)(F)(F)F.CN(C(N(C)C)=[N+]1C2C(=NC=CC=2)[N+]([O-])=N1)C. Given the product [F:22][C:23]1[CH:28]=[C:27]([F:29])[CH:26]=[CH:25][C:24]=1[C:30]([F:35])([F:34])[C:31]([NH:2][CH2:3][C:4]1[CH:5]=[C:6]2[C:10](=[CH:11][CH:12]=1)[C:9](=[O:13])[N:8]([CH:14]1[CH2:19][CH2:18][C:17](=[O:20])[NH:16][C:15]1=[O:21])[CH2:7]2)=[O:32], predict the reactants needed to synthesize it. (10) Given the product [C:19]1(=[O:20])[NH:15][C:16](=[O:25])[C:17]2=[CH:24][CH:23]=[CH:22][CH:21]=[C:18]12, predict the reactants needed to synthesize it. The reactants are: N1C2C(=CC=CC=2O)C=CC=1.BrCC[N:15]1[C:19](=[O:20])[C:18]2=[CH:21][CH:22]=[CH:23][CH:24]=[C:17]2[C:16]1=[O:25].